This data is from Reaction yield outcomes from USPTO patents with 853,638 reactions. The task is: Predict the reaction yield, written as a fraction of the theoretical maximum amount of product (1.0 means a 100% yield; for example, 0.34 means a 34% yield). (1) The reactants are C(N(CC)CC)C.Cl[C:9]([O:11][CH2:12][CH3:13])=[O:10].[N:14]1[C:23]2[C:18](=[CH:19][N:20]=[CH:21][CH:22]=2)[CH:17]=[CH:16][C:15]=1C(O)=O. The catalyst is CN(C)C1C=CN=CC=1.ClCCl. The product is [N:14]1[C:23]2[C:18](=[CH:19][N:20]=[CH:21][CH:22]=2)[CH:17]=[CH:16][C:15]=1[C:9]([O:11][CH2:12][CH3:13])=[O:10]. The yield is 0.450. (2) The reactants are [C:1]([Si:5]([CH3:37])([CH3:36])[O:6][CH:7]([C:32]([CH3:35])([CH3:34])[CH3:33])[CH2:8][O:9][C:10]1[CH:15]=[CH:14][C:13]([C:16]([C:21]2[S:25][C:24]([S:26](Cl)(=[O:28])=[O:27])=[C:23]([CH3:30])[CH:22]=2)([CH2:19][CH3:20])[CH2:17][CH3:18])=[CH:12][C:11]=1[CH3:31])([CH3:4])([CH3:3])[CH3:2].[NH4+:38].[OH-]. No catalyst specified. The product is [C:1]([Si:5]([CH3:37])([CH3:36])[O:6][CH:7]([C:32]([CH3:35])([CH3:34])[CH3:33])[CH2:8][O:9][C:10]1[CH:15]=[CH:14][C:13]([C:16]([C:21]2[S:25][C:24]([S:26]([NH2:38])(=[O:28])=[O:27])=[C:23]([CH3:30])[CH:22]=2)([CH2:19][CH3:20])[CH2:17][CH3:18])=[CH:12][C:11]=1[CH3:31])([CH3:4])([CH3:3])[CH3:2]. The yield is 0.390. (3) The product is [S:1]1[CH:5]=[CH:4][CH:3]=[C:2]1[CH2:6][NH:7][C:8]([C:10]1[N:11]=[C:12]2[C:17]([C:18]([F:21])([F:19])[F:20])=[CH:16][C:15]([C:22]3[CH:27]=[CH:26][CH:25]=[CH:24][CH:23]=3)=[CH:14][N:13]2[C:28]=1[Br:36])=[O:9]. The reactants are [S:1]1[CH:5]=[CH:4][CH:3]=[C:2]1[CH2:6][NH:7][C:8]([C:10]1[N:11]=[C:12]2[C:17]([C:18]([F:21])([F:20])[F:19])=[CH:16][C:15]([C:22]3[CH:27]=[CH:26][CH:25]=[CH:24][CH:23]=3)=[CH:14][N:13]2[CH:28]=1)=[O:9].C1C(=O)N([Br:36])C(=O)C1. The yield is 0.950. The catalyst is CN(C=O)C. (4) The reactants are [C:1]([NH:11][CH2:12][CH2:13][C:14]([OH:16])=[O:15])([O:3][CH2:4][C:5]1[CH:10]=[CH:9][CH:8]=[CH:7][CH:6]=1)=[O:2].BrCC(O[C:22]([CH3:25])([CH3:24])[CH3:23])=[O:20].C([O-])([O-])=O.[K+].[K+]. The catalyst is CC(C)=O. The product is [C:14]([OH:16])(=[O:15])[CH2:13][OH:20].[C:22]([N:11]([C:1]([O:3][CH2:4][C:5]1[CH:10]=[CH:9][CH:8]=[CH:7][CH:6]=1)=[O:2])[CH2:12][CH2:13][C:14]([OH:16])=[O:15])([CH3:25])([CH3:24])[CH3:23]. The yield is 0.990. (5) The reactants are [BH3:1].[PH3:2].[CH2:3]1[CH2:12][C@H:11]2N(C[C@H:8]3[C@@H:15]4[CH2:16][CH2:17][CH2:18][CH2:19]N4C[C@@H:10]2[CH2:9]3)CC1.[Li][CH:21]([CH2:23]C)[CH3:22].[Li]C(CC)C.C1[CH2:39][C@H:38]2N(C[C@@H]3[C@@H]4CCCCN4[CH2:40][C@H:37]2[CH2:36]3)CC1.C(Br)C1C=CC=CC=1.CC[O:57][CH2:58][CH3:59]. No catalyst specified. The product is [BH3:1].[CH2:15]([C@H:16]1[CH2:17][CH2:18][CH2:19][P:2]1[O:57][CH:58]1[CH:59]([CH:21]([CH3:23])[CH3:22])[CH2:39][CH2:38][C@H:37]([CH3:36])[CH2:40]1)[C:8]1[CH:9]=[CH:10][CH:11]=[CH:12][CH:3]=1. The yield is 0.770. (6) The reactants are [OH:1][C@H:2]([CH3:6])[C:3]([NH2:5])=O.F[B-](F)(F)F.C([O+](CC)CC)C.N[C:20]1[C:21]([NH:29][C@H:30]2[CH2:35][CH2:34][CH2:33][N:32]([C:36]([O:38][C:39]([CH3:42])([CH3:41])[CH3:40])=[O:37])[CH2:31]2)=[C:22]2[S:28][CH:27]=[CH:26][C:23]2=[N:24][CH:25]=1. The catalyst is O1CCCC1.C(O)C. The product is [OH:1][C@@H:2]([C:3]1[N:29]([C@H:30]2[CH2:35][CH2:34][CH2:33][N:32]([C:36]([O:38][C:39]([CH3:42])([CH3:41])[CH3:40])=[O:37])[CH2:31]2)[C:21]2=[C:22]3[S:28][CH:27]=[CH:26][C:23]3=[N:24][CH:25]=[C:20]2[N:5]=1)[CH3:6]. The yield is 0.860. (7) The reactants are [C:1]([N:4]1[C:13]2[C:8](=[CH:9][C:10]([C:14]3[CH:23]=[CH:22][C:17]([C:18]([O:20]C)=[O:19])=[CH:16][CH:15]=3)=[CH:11][CH:12]=2)[C@H:7]([NH:24][C:25]([O:27][CH:28]([CH3:30])[CH3:29])=[O:26])[CH2:6][C@@H:5]1[CH3:31])(=[O:3])[CH3:2].[OH-].[Li+:33]. The catalyst is CO. The product is [C:1]([N:4]1[C:13]2[C:8](=[CH:9][C:10]([C:14]3[CH:23]=[CH:22][C:17]([C:18]([O-:20])=[O:19])=[CH:16][CH:15]=3)=[CH:11][CH:12]=2)[C@H:7]([NH:24][C:25]([O:27][CH:28]([CH3:30])[CH3:29])=[O:26])[CH2:6][C@@H:5]1[CH3:31])(=[O:3])[CH3:2].[Li+:33]. The yield is 1.00.